This data is from Peptide-MHC class I binding affinity with 185,985 pairs from IEDB/IMGT. The task is: Regression. Given a peptide amino acid sequence and an MHC pseudo amino acid sequence, predict their binding affinity value. This is MHC class I binding data. (1) The peptide sequence is KSYSLIRPK. The MHC is HLA-B53:01 with pseudo-sequence HLA-B53:01. The binding affinity (normalized) is 0. (2) The peptide sequence is QYSQPQQPI. The MHC is HLA-A24:02 with pseudo-sequence HLA-A24:02. The binding affinity (normalized) is 0.272. (3) The peptide sequence is KVTVPTNDHI. The binding affinity (normalized) is 0.218. The MHC is HLA-A02:02 with pseudo-sequence HLA-A02:02. (4) The peptide sequence is RRAARAEYL. The MHC is HLA-A23:01 with pseudo-sequence HLA-A23:01. The binding affinity (normalized) is 0.0694. (5) The MHC is Mamu-B3901 with pseudo-sequence Mamu-B3901. The binding affinity (normalized) is 0.867. The peptide sequence is RQFPFAFEF. (6) The peptide sequence is ITPIGLAPT. The MHC is Mamu-A02 with pseudo-sequence Mamu-A02. The binding affinity (normalized) is 0.